From a dataset of Reaction yield outcomes from USPTO patents with 853,638 reactions. Predict the reaction yield, written as a fraction of the theoretical maximum amount of product (1.0 means a 100% yield; for example, 0.34 means a 34% yield). (1) The reactants are Cl[C:2]1[N:7]=[C:6]([CH3:8])[C:5]([CH:9]([CH2:14][CH2:15][CH3:16])[C:10]([O:12][CH3:13])=[O:11])=[C:4]([C:17]2[CH:22]=[CH:21][C:20]([CH3:23])=[CH:19][CH:18]=2)[N:3]=1.[CH2:24]([N:26]1[CH2:32][CH2:31][CH2:30][NH:29][CH2:28][CH2:27]1)[CH3:25].C(N(CC)CC)C. The catalyst is O1CCCC1.C(=O)([O-])O.[Na+]. The product is [CH2:24]([N:26]1[CH2:32][CH2:31][CH2:30][N:29]([C:2]2[N:7]=[C:6]([CH3:8])[C:5]([CH:9]([CH2:14][CH2:15][CH3:16])[C:10]([O:12][CH3:13])=[O:11])=[C:4]([C:17]3[CH:22]=[CH:21][C:20]([CH3:23])=[CH:19][CH:18]=3)[N:3]=2)[CH2:28][CH2:27]1)[CH3:25]. The yield is 0.210. (2) The reactants are O.[OH-].[Li+].C[O:5][C:6](=[O:36])[CH2:7][C:8]1[C:17]([CH3:18])=[C:16]([C:19]2[CH:24]=[CH:23][C:22]([S:25]([C:28]3[CH:33]=[CH:32][CH:31]=[CH:30][C:29]=3[Cl:34])(=[O:27])=[O:26])=[CH:21][CH:20]=2)[C:15]2[C:10](=[CH:11][CH:12]=[C:13]([F:35])[CH:14]=2)[CH:9]=1. The catalyst is C1COCC1.O. The product is [Cl:34][C:29]1[CH:30]=[CH:31][CH:32]=[CH:33][C:28]=1[S:25]([C:22]1[CH:21]=[CH:20][C:19]([C:16]2[C:15]3[C:10](=[CH:11][CH:12]=[C:13]([F:35])[CH:14]=3)[CH:9]=[C:8]([CH2:7][C:6]([OH:36])=[O:5])[C:17]=2[CH3:18])=[CH:24][CH:23]=1)(=[O:26])=[O:27]. The yield is 0.710.